Dataset: Reaction yield outcomes from USPTO patents with 853,638 reactions. Task: Predict the reaction yield, written as a fraction of the theoretical maximum amount of product (1.0 means a 100% yield; for example, 0.34 means a 34% yield). (1) The reactants are [OH:1]/[CH:2]=[C:3](/[CH2:8][N:9]1[C:17]2[C:12](=[CH:13][CH:14]=[CH:15][CH:16]=2)[CH:11]=[CH:10]1)\[C:4](OC)=O.[NH2:18][C:19]([NH2:21])=[S:20]. The catalyst is CO. The product is [N:9]1([CH2:8][C:3]2[C:2](=[O:1])[NH:18][C:19](=[S:20])[NH:21][CH:4]=2)[C:17]2[C:12](=[CH:13][CH:14]=[CH:15][CH:16]=2)[CH:11]=[CH:10]1. The yield is 0.705. (2) The reactants are [CH2:1]([N:4]1[CH2:7][CH:6]([C:8]2[CH:13]=[CH:12][C:11]([NH2:14])=[CH:10][CH:9]=2)[CH2:5]1)[CH2:2][CH3:3].[F:15][CH2:16][C@@H:17]([C:19]1[CH:24]=[CH:23][C:22]([S:25](Cl)(=[O:27])=[O:26])=[CH:21][CH:20]=1)[CH3:18]. The catalyst is C(Cl)Cl.N1C=CC=CC=1. The product is [F:15][CH2:16][C@@H:17]([C:19]1[CH:24]=[CH:23][C:22]([S:25]([NH:14][C:11]2[CH:10]=[CH:9][C:8]([CH:6]3[CH2:5][N:4]([CH2:1][CH2:2][CH3:3])[CH2:7]3)=[CH:13][CH:12]=2)(=[O:27])=[O:26])=[CH:21][CH:20]=1)[CH3:18]. The yield is 0.0500. (3) The reactants are [CH3:1][O:2][C:3]1[CH:8]=[CH:7][CH:6]=[CH:5][C:4]=1[N:9]1[CH2:15][C:14]2[CH:16]=[CH:17][C:18]([C:20](OC)=[O:21])=[CH:19][C:13]=2[O:12][CH2:11][C@@H:10]1[CH3:24].[NH2:25][OH:26].[OH-].[Na+]. The catalyst is C1COCC1.CO. The product is [OH:26][NH:25][C:20]([C:18]1[CH:17]=[CH:16][C:14]2[CH2:15][N:9]([C:4]3[CH:5]=[CH:6][CH:7]=[CH:8][C:3]=3[O:2][CH3:1])[C@@H:10]([CH3:24])[CH2:11][O:12][C:13]=2[CH:19]=1)=[O:21]. The yield is 0.0700. (4) The reactants are [Br:1][C:2]1[CH:3]=[CH:4][C:5]2[O:14][C:13]3[C:12](=[O:15])[NH:11][C:10]([C:16]4[CH:17]=[C:18]([CH:23]=[CH:24][CH:25]=4)[C:19]([O:21]C)=[O:20])=[N:9][C:8]=3[C:6]=2[CH:7]=1.O1CCCC1.O.[OH-].[Li+]. The catalyst is CO. The product is [Br:1][C:2]1[CH:3]=[CH:4][C:5]2[O:14][C:13]3[C:12](=[O:15])[NH:11][C:10]([C:16]4[CH:17]=[C:18]([CH:23]=[CH:24][CH:25]=4)[C:19]([OH:21])=[O:20])=[N:9][C:8]=3[C:6]=2[CH:7]=1. The yield is 0.200. (5) The reactants are [CH:1]([C:3]1[CH:12]=[CH:11][C:6]([C:7]([O:9][CH3:10])=[O:8])=[CH:5][N:4]=1)=O.[NH:13]1[CH2:18][CH2:17][O:16][CH2:15][CH2:14]1.[BH-](OC(C)=O)(OC(C)=O)OC(C)=O.[Na+]. The catalyst is C(Cl)Cl. The product is [N:13]1([CH2:1][C:3]2[N:4]=[CH:5][C:6]([C:7]([O:9][CH3:10])=[O:8])=[CH:11][CH:12]=2)[CH2:18][CH2:17][O:16][CH2:15][CH2:14]1. The yield is 0.910. (6) The reactants are [CH3:1][C:2]1([CH3:13])[C:10]2[C:5](=[CH:6][CH:7]=[CH:8][CH:9]=2)[C:4](=[N:11]O)[CH2:3]1. The catalyst is CO.[Pd]. The product is [CH3:1][C:2]1([CH3:13])[C:10]2[C:5](=[CH:6][CH:7]=[CH:8][CH:9]=2)[CH:4]([NH2:11])[CH2:3]1. The yield is 1.00. (7) The catalyst is CO.[Pd]. The yield is 0.590. The reactants are C([N:8]1[CH2:12][CH2:11][C:10](=[O:13])[CH2:9]1)C1C=CC=CC=1.[C:22](O[C:22]([O:24][C:25]([CH3:28])([CH3:27])[CH3:26])=[O:23])([O:24][C:25]([CH3:28])([CH3:27])[CH3:26])=[O:23]. The product is [C:25]([O:24][C:22]([N:8]1[CH2:12][CH2:11][C:10](=[O:13])[CH2:9]1)=[O:23])([CH3:26])([CH3:27])[CH3:28]. (8) The reactants are [F:1][C:2]1[CH:7]=[CH:6][C:5]([C:8]2[N:13]=[CH:12][C:11]([C:14]([OH:16])=O)=[CH:10][N:9]=2)=[CH:4][CH:3]=1.O[N:18]1[C:22]2[CH:23]=[CH:24][CH:25]=[CH:26][C:21]=2N=N1.C1CCC(N=C=NC2CCCCC2)CC1.NC1C=CC=CC=1.C(O)C(N)(CO)CO. The catalyst is CN(C=O)C. The product is [C:22]1([NH:18][C:14]([C:11]2[CH:12]=[N:13][C:8]([C:5]3[CH:4]=[CH:3][C:2]([F:1])=[CH:7][CH:6]=3)=[N:9][CH:10]=2)=[O:16])[CH:23]=[CH:24][CH:25]=[CH:26][CH:21]=1. The yield is 0.860. (9) The reactants are [CH2:1]([C@@H:8]1[CH2:12][O:11][C:10](=[O:13])[NH:9]1)[C:2]1[CH:7]=[CH:6][CH:5]=[CH:4][CH:3]=1.[Li][CH2:15][CH2:16][CH2:17]C.[C:19](Cl)(=[O:22])[CH2:20][CH3:21].[Cl-].[NH4+].[CH2:26]1[CH2:30]O[CH2:28][CH2:27]1. No catalyst specified. The product is [CH2:1]([C@@H:8]1[CH2:12][O:11][C:10](=[O:13])[N:9]1[C:19](=[O:22])[CH2:20][CH2:21][C:26]1[CH:30]=[CH:15][C:16]([CH3:17])=[CH:28][CH:27]=1)[C:2]1[CH:3]=[CH:4][CH:5]=[CH:6][CH:7]=1. The yield is 0.770. (10) The reactants are [O:1]=[C:2]1[CH2:6][CH2:5][CH2:4][N:3]1[CH2:7][CH2:8][O:9][C:10]1[CH:11]=[C:12]2[C:22](=[O:23])[C:21]3[C:16](=[CH:17][CH:18]=[CH:19][CH:20]=3)[C:13]2=[N:14][CH:15]=1.C(=O)([O-])[O-].[K+].[K+].C[Si](C)(C)[C:32]([F:35])([F:34])[F:33].[F-].C([N+](CCCC)(CCCC)CCCC)CCC. The yield is 0.680. The catalyst is O1CCCC1.C(OCC)(=O)C.C(O)(=O)C.CN(C)C=O. The product is [OH:23][C:22]1([C:32]([F:35])([F:34])[F:33])[C:12]2[C:13](=[N:14][CH:15]=[C:10]([O:9][CH2:8][CH2:7][N:3]3[CH2:4][CH2:5][CH2:6][C:2]3=[O:1])[CH:11]=2)[C:16]2[C:21]1=[CH:20][CH:19]=[CH:18][CH:17]=2.